From a dataset of Full USPTO retrosynthesis dataset with 1.9M reactions from patents (1976-2016). Predict the reactants needed to synthesize the given product. Given the product [C:1]([O:9][CH2:10][CH:11]([OH:15])[CH2:12][C:13]#[C:14][Br:23])(=[O:8])[C:2]1[CH:7]=[CH:6][CH:5]=[CH:4][CH:3]=1, predict the reactants needed to synthesize it. The reactants are: [C:1]([O:9][CH2:10][CH:11]([OH:15])[CH2:12][C:13]#[CH:14])(=[O:8])[C:2]1[CH:7]=[CH:6][CH:5]=[CH:4][CH:3]=1.C1C(=O)N([Br:23])C(=O)C1.